From a dataset of Forward reaction prediction with 1.9M reactions from USPTO patents (1976-2016). Predict the product of the given reaction. (1) The product is: [CH3:1][S:2]([C:5]1[CH:6]=[CH:7][C:8]2[C:9]3[N:30]=[CH:29][C:28]([C:35]4[C:36]([CH3:40])=[N:37][NH:38][CH:39]=4)=[CH:27][C:10]=3[N:11]([C@@H:14]([CH:15]3[CH2:20][CH2:19][O:18][CH2:17][CH2:16]3)[C:21]3[CH:26]=[CH:25][CH:24]=[CH:23][CH:22]=3)[C:12]=2[CH:13]=1)(=[O:4])=[O:3]. Given the reactants [CH3:1][S:2]([C:5]1[CH:6]=[CH:7][C:8]2[C:9]3[N:30]=[CH:29][C:28](B(O)O)=[CH:27][C:10]=3[N:11]([C@H:14]([C:21]3[CH:26]=[CH:25][CH:24]=[CH:23][CH:22]=3)[CH:15]3[CH2:20][CH2:19][O:18][CH2:17][CH2:16]3)[C:12]=2[CH:13]=1)(=[O:4])=[O:3].Br[C:35]1[C:36]([CH3:40])=[N:37][NH:38][CH:39]=1.C(=O)([O-])[O-].[K+].[K+], predict the reaction product. (2) Given the reactants [CH3:1][O:2][CH2:3][CH2:4][N:5]([CH2:12][CH2:13][O:14][CH3:15])[CH2:6][CH2:7][C:8]([CH3:11])([NH2:10])[CH3:9].[I:16][C:17]1[CH:18]=[CH:19][CH:20]=[C:21]2[C:26]=1[N:25]=[C:24](S(C)=O)[N:23]([CH3:30])[C:22]2=[O:31], predict the reaction product. The product is: [CH3:15][O:14][CH2:13][CH2:12][N:5]([CH2:4][CH2:3][O:2][CH3:1])[CH2:6][CH2:7][C:8]([NH:10][C:24]1[N:23]([CH3:30])[C:22](=[O:31])[C:21]2[C:26](=[C:17]([I:16])[CH:18]=[CH:19][CH:20]=2)[N:25]=1)([CH3:11])[CH3:9]. (3) Given the reactants [C:1]([OH:18])(=O)[CH2:2][CH2:3][CH2:4][CH2:5][CH2:6][CH2:7][CH2:8][CH2:9][CH2:10][CH2:11][CH2:12][CH2:13][CH2:14][CH2:15][CH3:16].[C:19]([OH:32])(=O)[CH2:20][CH2:21][CH2:22][CH2:23][CH2:24][CH2:25][CH2:26][CH2:27][CH2:28]CC.[C:33]([OH:42])(=O)[CH2:34][CH2:35][CH2:36][CH2:37][CH2:38][CH2:39][CH3:40].[CH3:43][N:44]([CH3:49])[CH2:45][CH2:46][CH2:47][NH2:48], predict the reaction product. The product is: [C:1]([NH:48][CH2:47][CH2:46][CH2:45][N:44]([CH3:49])[CH3:43])(=[O:18])[CH2:2][CH2:3][CH2:4][CH2:5][CH2:6][CH2:7][CH2:8][CH2:9][CH2:10][CH2:11][CH2:12][CH2:13][CH2:14][CH2:15][CH3:16].[C:19]([NH:48][CH2:47][CH2:46][CH2:45][N:44]([CH3:49])[CH3:43])(=[O:32])[CH2:20][CH2:21][CH2:22][CH2:23][CH2:24][CH2:25][CH2:26][CH2:27][CH3:28].[C:33]([NH:48][CH2:47][CH2:46][CH2:45][N:44]([CH3:49])[CH3:43])(=[O:42])[CH2:34][CH2:35][CH2:36][CH2:37][CH2:38][CH2:39][CH3:40]. (4) Given the reactants [NH2:1][C:2]1[S:3][C:4]2[CH:10]=[C:9]([O:11][C:12]3[CH:17]=[CH:16][C:15]([F:18])=[CH:14][CH:13]=3)[CH:8]=[CH:7][C:5]=2[N:6]=1.Cl[C:20]([O:22][CH3:23])=[S:21].Cl.N1C=CC=C[CH:26]=1, predict the reaction product. The product is: [F:18][C:15]1[CH:14]=[CH:13][C:12]([O:11][C:9]2[CH:8]=[CH:7][C:5]3[N:6]=[C:2]([NH:1][C:20](=[S:21])[O:22][CH2:23][CH3:26])[S:3][C:4]=3[CH:10]=2)=[CH:17][CH:16]=1.